Dataset: Forward reaction prediction with 1.9M reactions from USPTO patents (1976-2016). Task: Predict the product of the given reaction. (1) Given the reactants [Br:1][C:2]1[CH:3]=[N:4][C:5]2[N:6]([N:8]=[C:9]([C:11]([OH:13])=O)[CH:10]=2)[CH:7]=1.[N+:14]([C:17]1[CH:26]=[CH:25][CH:24]=[C:23]2[C:18]=1[CH2:19][CH2:20][NH:21][CH2:22]2)([O-:16])=[O:15], predict the reaction product. The product is: [Br:1][C:2]1[CH:3]=[N:4][C:5]2[N:6]([N:8]=[C:9]([C:11]([N:21]3[CH2:20][CH2:19][C:18]4[C:23](=[CH:24][CH:25]=[CH:26][C:17]=4[N+:14]([O-:16])=[O:15])[CH2:22]3)=[O:13])[CH:10]=2)[CH:7]=1. (2) Given the reactants Cl[CH2:2][O:3][CH3:4].[Cl:5][C:6]1[CH:7]=[C:8]([N:16]([C:21]2[C:40]([CH:41]3[CH2:43][CH2:42]3)=[CH:39][C:24]3[C:25]([C:35]([NH:37][CH3:38])=[O:36])=[C:26]([C:28]4[CH:33]=[CH:32][C:31]([F:34])=[CH:30][CH:29]=4)[O:27][C:23]=3[CH:22]=2)[S:17]([CH3:20])(=[O:19])=[O:18])[CH:9]=[CH:10][C:11]=1[C:12]([CH2:14][OH:15])=[CH2:13].CCN(C(C)C)C(C)C, predict the reaction product. The product is: [Cl:5][C:6]1[CH:7]=[C:8]([N:16]([C:21]2[C:40]([CH:41]3[CH2:42][CH2:43]3)=[CH:39][C:24]3[C:25]([C:35]([NH:37][CH3:38])=[O:36])=[C:26]([C:28]4[CH:33]=[CH:32][C:31]([F:34])=[CH:30][CH:29]=4)[O:27][C:23]=3[CH:22]=2)[S:17]([CH3:20])(=[O:19])=[O:18])[CH:9]=[CH:10][C:11]=1[C:12]([CH2:14][O:15][CH2:2][O:3][CH3:4])=[CH2:13].